Regression. Given a peptide amino acid sequence and an MHC pseudo amino acid sequence, predict their binding affinity value. This is MHC class I binding data. From a dataset of Peptide-MHC class I binding affinity with 185,985 pairs from IEDB/IMGT. The binding affinity (normalized) is 0.770. The MHC is HLA-A02:01 with pseudo-sequence HLA-A02:01. The peptide sequence is YLSQIAVLL.